From a dataset of Forward reaction prediction with 1.9M reactions from USPTO patents (1976-2016). Predict the product of the given reaction. (1) Given the reactants [CH2:1]([O:3][C:4](=[O:21])[C:5]([O:8][C:9]1[CH:14]=[CH:13][C:12]([O:15][CH2:16][C:17]([OH:19])=O)=[CH:11][C:10]=1[CH3:20])([CH3:7])[CH3:6])[CH3:2].C(OC(=O)C(OC1C=CC(O)=CC=1C)(C)C)C.ClCC(OC)=O.[F:45][C:46]([F:61])([F:60])[C:47]1[CH:48]=[C:49]([C:53]2[CH:58]=[CH:57][C:56]([NH2:59])=[CH:55][CH:54]=2)[CH:50]=[CH:51][CH:52]=1, predict the reaction product. The product is: [CH2:1]([O:3][C:4](=[O:21])[C:5]([CH3:6])([O:8][C:9]1[CH:14]=[CH:13][C:12]([O:15][CH2:16][C:17](=[O:19])[NH:59][C:56]2[CH:57]=[CH:58][C:53]([C:49]3[CH:50]=[CH:51][CH:52]=[C:47]([C:46]([F:45])([F:60])[F:61])[CH:48]=3)=[CH:54][CH:55]=2)=[CH:11][C:10]=1[CH3:20])[CH3:7])[CH3:2]. (2) Given the reactants BrC1C=C(C(Cl)=O)C=CC=1.[CH3:11][O:12][C:13]1[CH:14]=[C:15]2[C:20](=[CH:21][C:22]=1[O:23][CH3:24])[N:19]=[CH:18][N:17]=[C:16]2[O:25][C:26]1[CH:32]=[CH:31][C:29]([NH2:30])=[CH:28][CH:27]=1.[Br:33][C:34]1[CH:35]=[C:36]([C:40]([N:42]=[C:43]=[S:44])=[O:41])[CH:37]=[CH:38][CH:39]=1, predict the reaction product. The product is: [Br:33][C:34]1[CH:35]=[C:36]([C:40]([N:42]=[C:43]=[S:44])=[O:41])[CH:37]=[CH:38][CH:39]=1.[Br:33][C:34]1[CH:35]=[C:36]([CH:37]=[CH:38][CH:39]=1)[C:40]([NH:42][C:43]([NH:30][C:29]1[CH:31]=[CH:32][C:26]([O:25][C:16]2[C:15]3[C:20](=[CH:21][C:22]([O:23][CH3:24])=[C:13]([O:12][CH3:11])[CH:14]=3)[N:19]=[CH:18][N:17]=2)=[CH:27][CH:28]=1)=[S:44])=[O:41]. (3) Given the reactants [CH3:16][C:11]1([CH3:17])[C:12]([CH3:15])([CH3:14])[O:13][B:9]([B:9]2[O:13][C:12]([CH3:15])([CH3:14])[C:11]([CH3:17])([CH3:16])[O:10]2)[O:10]1.Br[C:20]1[CH:21]=[C:22]([CH:30]=[CH:31][CH:32]=1)[CH2:23][NH:24][C:25]([CH:27]1[CH2:29][CH2:28]1)=[O:26].C([O-])(=O)C.[K+], predict the reaction product. The product is: [CH3:15][C:12]1([CH3:14])[C:11]([CH3:16])([CH3:17])[O:10][B:9]([C:20]2[CH:21]=[C:22]([CH:30]=[CH:31][CH:32]=2)[CH2:23][NH:24][C:25]([CH:27]2[CH2:28][CH2:29]2)=[O:26])[O:13]1. (4) Given the reactants [C:1]([O:5][C:6]([N:8]([CH3:35])[C@@H:9]([CH3:34])[C:10]([NH:12][C@@H:13]([CH:28]1[CH2:33][CH2:32][O:31][CH2:30][CH2:29]1)[C:14]([N:16]1[C:20]2=[N:21][CH:22]=[CH:23][CH:24]=[C:19]2[CH2:18][C@H:17]1[C:25]([OH:27])=O)=[O:15])=[O:11])=[O:7])([CH3:4])([CH3:3])[CH3:2].C(N(C(C)C)CC)(C)C.C1(P(Cl)(C2C=CC=CC=2)=O)C=CC=CC=1.[F:60][C:61]1[CH:67]=[CH:66][CH:65]=[C:64]([CH3:68])[C:62]=1[NH2:63].OS([O-])(=O)=O.[K+], predict the reaction product. The product is: [F:60][C:61]1[CH:67]=[CH:66][CH:65]=[C:64]([CH3:68])[C:62]=1[NH:63][C:25]([C@H:17]1[N:16]([C:14](=[O:15])[C@@H:13]([NH:12][C:10](=[O:11])[C@@H:9]([N:8]([CH3:35])[C:6](=[O:7])[O:5][C:1]([CH3:2])([CH3:4])[CH3:3])[CH3:34])[CH:28]2[CH2:33][CH2:32][O:31][CH2:30][CH2:29]2)[C:20]2=[N:21][CH:22]=[CH:23][CH:24]=[C:19]2[CH2:18]1)=[O:27]. (5) Given the reactants [CH3:1][S:2](Cl)(=[O:4])=[O:3].[CH2:6]([O:13][C:14](=[O:23])[C:15]1[CH:20]=[CH:19][C:18]([CH2:21][OH:22])=[CH:17][CH:16]=1)[C:7]1[CH:12]=[CH:11][CH:10]=[CH:9][CH:8]=1.C(N(CC)CC)C, predict the reaction product. The product is: [CH2:6]([O:13][C:14](=[O:23])[C:15]1[CH:16]=[CH:17][C:18]([CH2:21][O:22][S:2]([CH3:1])(=[O:4])=[O:3])=[CH:19][CH:20]=1)[C:7]1[CH:8]=[CH:9][CH:10]=[CH:11][CH:12]=1. (6) Given the reactants [O:1]=[C:2]1[C@H:8]([CH2:9][C:10]([O:12][CH3:13])=[O:11])[CH2:7][C:6]2[CH:14]=[CH:15][C:16]([O:18][CH2:19][CH2:20][CH2:21][NH:22][C:23]3[N:28]=[CH:27][CH:26]=[CH:25][N:24]=3)=[CH:17][C:5]=2[CH2:4][N:3]1[CH2:29][C:30]1[CH:35]=[CH:34][C:33]([C:36]([F:39])([F:38])[F:37])=[CH:32][CH:31]=1.Cl.[H][H], predict the reaction product. The product is: [O:1]=[C:2]1[C@H:8]([CH2:9][C:10]([O:12][CH3:13])=[O:11])[CH2:7][C:6]2[CH:14]=[CH:15][C:16]([O:18][CH2:19][CH2:20][CH2:21][NH:22][C:23]3[NH:28][CH2:27][CH2:26][CH2:25][N:24]=3)=[CH:17][C:5]=2[CH2:4][N:3]1[CH2:29][C:30]1[CH:35]=[CH:34][C:33]([C:36]([F:39])([F:38])[F:37])=[CH:32][CH:31]=1.